From a dataset of Forward reaction prediction with 1.9M reactions from USPTO patents (1976-2016). Predict the product of the given reaction. (1) Given the reactants OC(CO)COC1C=CC(C=O)=CC=1.CC1C=CC(S(O[CH2:26][CH:27]([O:56]C2CCCCO2)[CH2:28][O:29][C:30]2[CH:35]=[CH:34][C:33]([C:36](=[O:55])[C:37]3[CH:42]=[CH:41][C:40]([O:43][CH2:44][CH:45]([O:48]C4CCCCO4)[CH2:46][Cl:47])=[CH:39][CH:38]=3)=[CH:32][CH:31]=2)(=O)=O)=CC=1.C1CCN2C(=NCCC2)CC1.[B-](F)(F)(F)[F:75].CCN([S+](F)F)CC, predict the reaction product. The product is: [Cl:47][CH2:46][CH:45]([OH:48])[CH2:44][O:43][C:40]1[CH:41]=[CH:42][C:37]([C:36]([C:33]2[CH:34]=[CH:35][C:30]([O:29][CH2:28][CH:27]([OH:56])[CH2:26][F:75])=[CH:31][CH:32]=2)=[O:55])=[CH:38][CH:39]=1. (2) The product is: [CH3:20][C:21]1[C:26]([C:2]2[CH:3]=[C:4]([C:11]([NH:13][C:14]3[S:15][CH:16]=[C:17]([CH3:19])[N:18]=3)=[O:12])[C:5]3[N:6]([N:8]=[CH:9][N:10]=3)[CH:7]=2)=[CH:25][N:24]=[CH:23][N:22]=1. Given the reactants Br[C:2]1[CH:3]=[C:4]([C:11]([NH:13][C:14]2[S:15][CH:16]=[C:17]([CH3:19])[N:18]=2)=[O:12])[C:5]2[N:6]([N:8]=[CH:9][N:10]=2)[CH:7]=1.[CH3:20][C:21]1[C:26](B2OC(C)(C)C(C)(C)O2)=[CH:25][N:24]=[CH:23][N:22]=1.C(Cl)Cl.C(=O)([O-])[O-].[Na+].[Na+], predict the reaction product.